This data is from Catalyst prediction with 721,799 reactions and 888 catalyst types from USPTO. The task is: Predict which catalyst facilitates the given reaction. (1) Reactant: [Cl:1][C:2]1[CH:7]=[C:6]([F:8])[C:5]([N:9]2[C:14](=[O:15])[CH:13]=[C:12]([C:16]([F:19])([F:18])[F:17])[N:11]([CH3:20])[C:10]2=[O:21])=[CH:4][C:3]=1[N:22]=[C:23]1[N:27]([CH2:28][C:29]([O:31][CH2:32][CH3:33])=[O:30])[C:26](=[O:34])[CH:25]([CH2:35][C:36](=[O:58])[NH:37][O:38]C(C2C=CC=CC=2)(C2C=CC=CC=2)C2C=CC=CC=2)[S:24]1.C([SiH](C(C)C)C(C)C)(C)C.CO. Product: [Cl:1][C:2]1[CH:7]=[C:6]([F:8])[C:5]([N:9]2[C:14](=[O:15])[CH:13]=[C:12]([C:16]([F:19])([F:17])[F:18])[N:11]([CH3:20])[C:10]2=[O:21])=[CH:4][C:3]=1[N:22]=[C:23]1[N:27]([CH2:28][C:29]([O:31][CH2:32][CH3:33])=[O:30])[C:26](=[O:34])[CH:25]([CH2:35][C:36](=[O:58])[NH:37][OH:38])[S:24]1. The catalyst class is: 617. (2) Reactant: [CH3:1][N:2]1[CH2:7][CH2:6][CH2:5][CH2:4][CH2:3]1.[CH2:8]([O:11][S:12](=[O:18])(=[O:17])[O:13][CH2:14][CH2:15][CH3:16])[CH2:9][CH3:10]. Product: [CH2:8]([O:11][S:12]([O-:18])(=[O:17])=[O:13])[CH2:9][CH3:10].[CH3:1][NH+:2]1[CH2:7][CH2:6][CH2:5][CH:4]([CH2:14][CH2:15][CH3:16])[CH2:3]1. The catalyst class is: 11. (3) Reactant: C[O:2][C:3](=O)[CH:4]=[CH:5][C:6](=[C:11]([NH:13][CH2:14][C:15]1[CH:20]=[CH:19][C:18]([C:21]#[N:22])=[CH:17][CH:16]=1)[CH3:12])[C:7]([O:9][CH3:10])=[O:8].C[O-].[Na+].[Br:27]N1C(=O)CCC1=O. Product: [CH3:10][O:9][C:7]([C:6]1[CH:5]=[C:4]([Br:27])[C:3](=[O:2])[N:13]([CH2:14][C:15]2[CH:20]=[CH:19][C:18]([C:21]#[N:22])=[CH:17][CH:16]=2)[C:11]=1[CH3:12])=[O:8]. The catalyst class is: 5. (4) Product: [OH:5][CH2:4][CH2:3][CH2:2][N:1]1[CH2:11][CH2:10][S:8](=[O:9])[CH2:6][CH2:7]1. Reactant: [NH2:1][CH2:2][CH2:3][CH2:4][OH:5].[CH:6]([S:8]([CH:10]=[CH2:11])=[O:9])=[CH2:7]. The catalyst class is: 6. (5) Reactant: [I-:1].[K+].I([O-])(=O)(=O)=O.[Na+].S(=O)(=O)(O)O.[Br:14][C:15]1[CH:22]=[CH:21][C:18]([CH:19]=[O:20])=[CH:17][CH:16]=1. Product: [Br:14][C:15]1[CH:22]=[CH:21][C:18]([CH:19]=[O:20])=[CH:17][C:16]=1[I:1]. The catalyst class is: 6. (6) Reactant: [ClH:1].[N:2]1[CH:7]=[CH:6][C:5]([CH2:8][C@@H:9]([N:13](CCCO)C(=O)[O-])[CH:10]([OH:12])[CH3:11])=[CH:4][CH:3]=1. Product: [ClH:1].[ClH:1].[NH2:13][C@H:9]([CH2:8][C:5]1[CH:4]=[CH:3][N:2]=[CH:7][CH:6]=1)[CH:10]([OH:12])[CH3:11]. The catalyst class is: 12. (7) Product: [F:24][C:2]([F:1])([F:25])[C:3]1[CH:23]=[CH:22][C:6]([O:7][C:8]2[N:13]=[CH:12][C:11]([CH:14]([OH:21])[CH2:15][CH2:16][CH2:17][CH2:18][CH2:19][CH3:20])=[CH:10][CH:9]=2)=[CH:5][CH:4]=1. Reactant: [F:1][C:2]([F:25])([F:24])[C:3]1[CH:23]=[CH:22][C:6]([O:7][C:8]2[N:13]=[CH:12][C:11]([C:14](=[O:21])[CH2:15][CH2:16][CH2:17][CH2:18][CH2:19][CH3:20])=[CH:10][CH:9]=2)=[CH:5][CH:4]=1.[BH4-].[Na+]. The catalyst class is: 8. (8) Reactant: [CH3:1][N:2]1[C:7](=[O:8])[C:6]2[C:9]([CH2:23][CH2:24][C:25](O)=[O:26])=[C:10]([CH2:12][C:13]3[CH:18]=[CH:17][CH:16]=[CH:15][C:14]=3[C:19]([F:22])([F:21])[F:20])[S:11][C:5]=2[N:4]([CH2:28][CH:29]([CH3:31])[CH3:30])[C:3]1=[O:32]. The catalyst class is: 7. Product: [CH3:12][CH2:10][CH2:9][CH:6]([CH3:7])[CH3:5].[OH:26][CH2:25][CH2:24][CH2:23][C:9]1[C:6]2[C:7](=[O:8])[N:2]([CH3:1])[C:3](=[O:32])[N:4]([CH2:28][CH:29]([CH3:31])[CH3:30])[C:5]=2[S:11][C:10]=1[CH2:12][C:13]1[CH:18]=[CH:17][CH:16]=[CH:15][C:14]=1[C:19]([F:20])([F:21])[F:22].